This data is from Forward reaction prediction with 1.9M reactions from USPTO patents (1976-2016). The task is: Predict the product of the given reaction. Given the reactants [Cl:1][C:2]1[CH:7]=[C:6]([N+:8]([O-:10])=[O:9])[CH:5]=[CH:4][C:3]=1[OH:11].Cl.Cl[CH2:14][C:15]1[CH:20]=[CH:19][CH:18]=[CH:17][N:16]=1.C(=O)([O-])[O-].[K+].[K+].[I-].[Na+], predict the reaction product. The product is: [Cl:1][C:2]1[CH:7]=[C:6]([N+:8]([O-:10])=[O:9])[CH:5]=[CH:4][C:3]=1[O:11][CH2:14][C:15]1[CH:20]=[CH:19][CH:18]=[CH:17][N:16]=1.